Predict the reactants needed to synthesize the given product. From a dataset of Full USPTO retrosynthesis dataset with 1.9M reactions from patents (1976-2016). (1) Given the product [CH2:16]([O:8][C:7](=[O:9])[C:6]1[CH:10]=[C:11]([OH:12])[C:3]([NH2:2])=[CH:4][C:5]=1[N+:13]([O-:15])=[O:14])[CH3:17], predict the reactants needed to synthesize it. The reactants are: Cl.[NH2:2][C:3]1[C:11]([OH:12])=[CH:10][C:6]([C:7]([OH:9])=[O:8])=[C:5]([N+:13]([O-:15])=[O:14])[CH:4]=1.[CH3:16][CH2:17]O. (2) Given the product [CH3:41][O:40][N:39]([CH3:38])[C:19]([C@@H:15]1[CH2:16][C:17](=[O:18])[N:13]([C:10]2[CH:9]=[CH:8][C:7]([O:6][CH2:5][C:4]3[CH:22]=[CH:23][CH:24]=[C:2]([F:1])[CH:3]=3)=[CH:12][CH:11]=2)[CH2:14]1)=[O:21], predict the reactants needed to synthesize it. The reactants are: [F:1][C:2]1[CH:3]=[C:4]([CH:22]=[CH:23][CH:24]=1)[CH2:5][O:6][C:7]1[CH:12]=[CH:11][C:10]([N:13]2[C:17](=[O:18])[CH2:16][C@@H:15]([C:19]([OH:21])=O)[CH2:14]2)=[CH:9][CH:8]=1.C(N1C=CN=C1)(N1C=CN=C1)=O.Cl.[CH3:38][NH:39][O:40][CH3:41].N1C=CC=CC=1.Cl. (3) Given the product [C:1]([N:5]1[C:9](=[O:10])[C:8]([NH:23][CH2:21][CH3:22])=[C:7]([C:12]2[CH:17]=[CH:16][CH:15]=[CH:14][CH:13]=2)[S:6]1(=[O:19])=[O:18])([CH3:4])([CH3:3])[CH3:2], predict the reactants needed to synthesize it. The reactants are: [C:1]([N:5]1[C:9](=[O:10])[C:8](Cl)=[C:7]([C:12]2[CH:17]=[CH:16][CH:15]=[CH:14][CH:13]=2)[S:6]1(=[O:19])=[O:18])([CH3:4])([CH3:3])[CH3:2].Cl.[CH2:21]([NH2:23])[CH3:22]. (4) Given the product [CH:12]1([CH2:15][CH:16]([C:19]2[CH:20]=[N:21][C:22]([C:25]([F:28])([F:26])[F:27])=[CH:23][CH:24]=2)[CH2:17][NH:18][C:5](=[O:7])[C:4]2[CH:8]=[CH:9][CH:10]=[CH:11][C:3]=2[O:2][CH3:1])[CH2:14][CH2:13]1, predict the reactants needed to synthesize it. The reactants are: [CH3:1][O:2][C:3]1[CH:11]=[CH:10][CH:9]=[CH:8][C:4]=1[C:5]([OH:7])=O.[CH:12]1([CH2:15][CH:16]([C:19]2[CH:20]=[N:21][C:22]([C:25]([F:28])([F:27])[F:26])=[CH:23][CH:24]=2)[CH2:17][NH2:18])[CH2:14][CH2:13]1. (5) Given the product [NH:1]([CH2:12][C:11]([CH3:14])([N+:8]([O-:10])=[O:9])[CH3:13])[C:2]1[CH:7]=[CH:6][CH:5]=[CH:4][CH:3]=1, predict the reactants needed to synthesize it. The reactants are: [NH2:1][C:2]1[CH:7]=[CH:6][CH:5]=[CH:4][CH:3]=1.[N+:8]([CH:11]([CH3:13])[CH3:12])([O-:10])=[O:9].[CH2:14]=O. (6) Given the product [N:1]1[N:2]=[C:3]([C:10]2[CH:19]=[CH:18][C:17]3[C:12](=[C:13]([O:20][C@H:21]4[CH2:26][CH2:25][N:24]([C:27]([O:29][C:30]([CH3:33])([CH3:31])[CH3:32])=[O:28])[C@H:23]([C:34](=[O:35])[N:39]([CH3:40])[CH3:38])[CH2:22]4)[CH:14]=[CH:15][CH:16]=3)[N:11]=2)[N:4]2[CH:9]=[CH:8][CH:7]=[CH:6][C:5]=12, predict the reactants needed to synthesize it. The reactants are: [N:1]1[N:2]=[C:3]([C:10]2[CH:19]=[CH:18][C:17]3[C:12](=[C:13]([O:20][C@H:21]4[CH2:26][CH2:25][N:24]([C:27]([O:29][C:30]([CH3:33])([CH3:32])[CH3:31])=[O:28])[C@H:23]([C:34](O)=[O:35])[CH2:22]4)[CH:14]=[CH:15][CH:16]=3)[N:11]=2)[N:4]2[CH:9]=[CH:8][CH:7]=[CH:6][C:5]=12.C[CH2:38][N:39]=[C:40]=NCCCN(C)C.C1C=CC2N(O)N=NC=2C=1.C(N(CC)CC)C.CNC.